Dataset: Full USPTO retrosynthesis dataset with 1.9M reactions from patents (1976-2016). Task: Predict the reactants needed to synthesize the given product. (1) Given the product [CH3:8][C:6]1[CH:5]=[CH:4][C:3]([N+:9]([O-:11])=[O:10])=[C:2]([C:13]([CH3:17])=[CH2:12])[CH:7]=1, predict the reactants needed to synthesize it. The reactants are: Cl[C:2]1[CH:7]=[C:6]([CH3:8])[CH:5]=[CH:4][C:3]=1[N+:9]([O-:11])=[O:10].[CH3:12][C:13]1(C)[C:17](C)(C)OB(C(C)=C)O1.C(=O)([O-])[O-].[Na+].[Na+]. (2) Given the product [Br:12][CH2:10][C:9]([C:4]1[CH:5]=[CH:6][C:7]([OH:8])=[C:2]([F:1])[CH:3]=1)=[O:11], predict the reactants needed to synthesize it. The reactants are: [F:1][C:2]1[CH:3]=[C:4]([C:9](=[O:11])[CH3:10])[CH:5]=[CH:6][C:7]=1[OH:8].[Br:12]Br. (3) Given the product [CH2:23]([N:3]([CH2:1][CH3:2])[C:4]([CH:6]1[C:18]2[C:17]3[C:12](=[CH:13][CH:14]=[C:15]([F:19])[CH:16]=3)[N:11]([CH2:20][CH2:21][O:22][S:32]([CH3:31])(=[O:34])=[O:33])[C:10]=2[CH2:9][CH2:8][CH2:7]1)=[O:5])[CH3:24], predict the reactants needed to synthesize it. The reactants are: [CH2:1]([N:3]([CH2:23][CH3:24])[C:4]([CH:6]1[C:18]2[C:17]3[C:12](=[CH:13][CH:14]=[C:15]([F:19])[CH:16]=3)[N:11]([CH2:20][CH2:21][OH:22])[C:10]=2[CH2:9][CH2:8][CH2:7]1)=[O:5])[CH3:2].N1C=CC=CC=1.[CH3:31][S:32](Cl)(=[O:34])=[O:33]. (4) Given the product [F:12][C:13]1[CH:21]=[CH:20][C:19]([C:22]#[N:23])=[C:18]2[C:14]=1[C:3]([CH:1]=[O:2])=[CH:16][NH:17]2, predict the reactants needed to synthesize it. The reactants are: [C:1](Cl)([C:3](Cl)=O)=[O:2].CN(C=O)C.[F:12][C:13]1[CH:21]=[CH:20][C:19]([C:22]#[N:23])=[C:18]2[C:14]=1C=[CH:16][NH:17]2.CCOC(C)=O. (5) Given the product [Cl:20][C:17]1[CH:16]=[CH:15][C:14]([N:10]2[C:9](=[O:21])[C:8]3[C:12](=[CH:13][C:5]([OH:4])=[C:6]([O:22][C:23](=[O:25])[CH3:24])[CH:7]=3)[CH2:11]2)=[CH:19][CH:18]=1, predict the reactants needed to synthesize it. The reactants are: C([O:4][C:5]1[CH:13]=[C:12]2[C:8]([C:9](=[O:21])[N:10]([C:14]3[CH:19]=[CH:18][C:17]([Cl:20])=[CH:16][CH:15]=3)[CH2:11]2)=[CH:7][C:6]=1[O:22][C:23](=[O:25])[CH3:24])(=O)C.N1CCOCC1. (6) Given the product [CH:31]1([C:4]2[C:3]([OH:2])=[CH:8][C:7]([NH:9][C:10]([CH:12]3[O:17][C:16]4[CH:18]=[CH:19][C:20]([O:22][C:23]([F:26])([F:24])[F:25])=[CH:21][C:15]=4[NH:14][CH2:13]3)=[O:11])=[C:6]([C:27]#[C:28][CH2:29][NH:41][CH3:39])[CH:5]=2)[CH2:35][CH2:34][CH2:33][CH2:32]1, predict the reactants needed to synthesize it. The reactants are: C(=O)(OC)[O:2][C:3]1[CH:8]=[C:7]([NH:9][C:10]([CH:12]2[O:17][C:16]3[CH:18]=[CH:19][C:20]([O:22][C:23]([F:26])([F:25])[F:24])=[CH:21][C:15]=3[NH:14][CH2:13]2)=[O:11])[C:6]([C:27]#[C:28][CH2:29]O)=[CH:5][C:4]=1[CH:31]1[CH2:35][CH2:34][CH2:33][CH2:32]1.[CH2:39]([N:41](CC)CC)C.CS(Cl)(=O)=O.S([O-])(=O)(=O)C.CN.